This data is from Full USPTO retrosynthesis dataset with 1.9M reactions from patents (1976-2016). The task is: Predict the reactants needed to synthesize the given product. (1) Given the product [OH:1][C:2]1[C:7]([C:8]([NH:10][CH:11]([C:26]2[CH:31]=[CH:30][C:29]([O:32][CH3:33])=[CH:28][CH:27]=2)[C:12]2[CH:13]=[C:14]([P:18](=[O:19])([OH:22])[OH:25])[CH:15]=[CH:16][CH:17]=2)=[O:9])=[CH:6][N:5]=[C:4]([C:34]2[CH:39]=[CH:38][CH:37]=[CH:36][N:35]=2)[N:3]=1, predict the reactants needed to synthesize it. The reactants are: [OH:1][C:2]1[C:7]([C:8]([NH:10][CH:11]([C:26]2[CH:31]=[CH:30][C:29]([O:32][CH3:33])=[CH:28][CH:27]=2)[C:12]2[CH:13]=[C:14]([P:18](=[O:25])([O:22]CC)[O:19]CC)[CH:15]=[CH:16][CH:17]=2)=[O:9])=[CH:6][N:5]=[C:4]([C:34]2[CH:39]=[CH:38][CH:37]=[CH:36][N:35]=2)[N:3]=1.C[Si](Br)(C)C. (2) Given the product [F:26][C:8]([F:7])([F:25])[C:9]1[CH:10]=[C:11]([C:15]2[N:16]=[C:17]([CH2:20][OH:21])[S:18][CH:19]=2)[CH:12]=[CH:13][CH:14]=1, predict the reactants needed to synthesize it. The reactants are: [H-].[Al+3].[Li+].[H-].[H-].[H-].[F:7][C:8]([F:26])([F:25])[C:9]1[CH:10]=[C:11]([C:15]2[N:16]=[C:17]([C:20](OCC)=[O:21])[S:18][CH:19]=2)[CH:12]=[CH:13][CH:14]=1.O.O.O.O.O.O.O.O.O.O.[O-]S([O-])(=O)=O.[Na+].[Na+].